The task is: Predict the reaction yield, written as a fraction of the theoretical maximum amount of product (1.0 means a 100% yield; for example, 0.34 means a 34% yield).. This data is from Reaction yield outcomes from USPTO patents with 853,638 reactions. (1) The reactants are [C:1]([O:5][C:6]([N:8]1[CH2:12][CH2:11][CH2:10][CH:9]1[C:13]1[NH:14][C:15]([C:18]2[CH:23]=[CH:22][C:21](B3OC(C)(C)C(C)(C)O3)=[CH:20][CH:19]=2)=[CH:16][N:17]=1)=[O:7])([CH3:4])([CH3:3])[CH3:2].[F:33][C:34]([F:58])([F:57])[S:35]([O:38][C:39]1[CH:48]=[CH:47][CH:46]=[C:45]2[C:40]=1[CH:41]=[CH:42][CH:43]=[C:44]2OS(C(F)(F)F)(=O)=O)(=[O:37])=[O:36].C(=O)([O-])[O-].[K+].[K+]. The catalyst is C1(C)C=CC=CC=1.C1C=CC([P]([Pd]([P](C2C=CC=CC=2)(C2C=CC=CC=2)C2C=CC=CC=2)([P](C2C=CC=CC=2)(C2C=CC=CC=2)C2C=CC=CC=2)[P](C2C=CC=CC=2)(C2C=CC=CC=2)C2C=CC=CC=2)(C2C=CC=CC=2)C2C=CC=CC=2)=CC=1. The product is [C:1]([O:5][C:6]([N:8]1[CH2:12][CH2:11][CH2:10][CH:9]1[C:13]1[NH:14][C:15]([C:18]2[CH:19]=[CH:20][C:21]([C:44]3[C:45]4[C:40](=[C:39]([O:38][S:35]([C:34]([F:58])([F:33])[F:57])(=[O:36])=[O:37])[CH:48]=[CH:47][CH:46]=4)[CH:41]=[CH:42][CH:43]=3)=[CH:22][CH:23]=2)=[CH:16][N:17]=1)=[O:7])([CH3:4])([CH3:2])[CH3:3]. The yield is 0.800. (2) The reactants are [CH3:1][C:2]([CH3:7])([CH3:6])[CH2:3][Mg]Cl.[Cu](C#N)C#N.Br[C:14]1[N:32]=[CH:31][CH:30]=[CH:29][C:15]=1[C:16]([NH:18][C:19]1[CH:24]=[CH:23][CH:22]=[C:21]([C:25]([CH3:28])([CH3:27])[CH3:26])[CH:20]=1)=[O:17].[Cl-].[NH4+]. The catalyst is C1COCC1.C(OCC)(=O)C. The product is [C:25]([C:21]1[CH:20]=[C:19]([NH:18][C:16](=[O:17])[C:15]2[CH:29]=[CH:30][CH:31]=[N:32][C:14]=2[CH2:1][C:2]([CH3:7])([CH3:6])[CH3:3])[CH:24]=[CH:23][CH:22]=1)([CH3:28])([CH3:27])[CH3:26]. The yield is 0.860. (3) The reactants are [Cl:1][C:2]1[CH:3]=[CH:4][C:5]([CH3:11])=[C:6]([N:8]=[C:9]=[S:10])[CH:7]=1.[CH2:12]([O:14][C:15](=[O:23])[CH2:16][C:17]1[N:18]=[C:19]([NH2:22])[S:20][CH:21]=1)[CH3:13]. No catalyst specified. The product is [CH2:12]([O:14][C:15](=[O:23])[CH2:16][C:17]1[N:18]=[C:19]([NH:22][C:9]([NH:8][C:6]2[CH:7]=[C:2]([Cl:1])[CH:3]=[CH:4][C:5]=2[CH3:11])=[S:10])[S:20][CH:21]=1)[CH3:13]. The yield is 0.400. (4) The reactants are [Cl:1][C:2]1[CH:3]=[C:4]([CH:6]=[CH:7][C:8]=1[O:9][C:10]1[C:19]2[C:14](=[CH:15][C:16]([O:22][CH3:23])=[C:17]([O:20][CH3:21])[CH:18]=2)[N:13]=[CH:12][CH:11]=1)[NH2:5].C(O)C.[C:27]1([C:33]([N:35]=[C:36]=[S:37])=[O:34])[CH:32]=[CH:31][CH:30]=[CH:29][CH:28]=1. The catalyst is C1(C)C=CC=CC=1. The product is [C:33]([NH:35][C:36]([NH:5][C:4]1[CH:6]=[CH:7][C:8]([O:9][C:10]2[C:19]3[C:14](=[CH:15][C:16]([O:22][CH3:23])=[C:17]([O:20][CH3:21])[CH:18]=3)[N:13]=[CH:12][CH:11]=2)=[C:2]([Cl:1])[CH:3]=1)=[S:37])(=[O:34])[C:27]1[CH:32]=[CH:31][CH:30]=[CH:29][CH:28]=1. The yield is 0.850.